Dataset: Forward reaction prediction with 1.9M reactions from USPTO patents (1976-2016). Task: Predict the product of the given reaction. (1) Given the reactants [CH3:1][CH:2]1[C:11](=[O:12])[NH:10][C:9]2[N:8]=[C:7]([O:13][CH2:14][CH2:15][CH2:16][CH:17]=O)[CH:6]=[CH:5][C:4]=2[CH2:3]1.[Cl:19][C:20]1[C:25]([Cl:26])=[CH:24][CH:23]=[CH:22][C:21]=1[N:27]1[CH2:32][CH2:31][NH:30][CH2:29][CH2:28]1.[BH-](OC(C)=O)(OC(C)=O)OC(C)=O.[Na+], predict the reaction product. The product is: [Cl:19][C:20]1[C:25]([Cl:26])=[CH:24][CH:23]=[CH:22][C:21]=1[N:27]1[CH2:32][CH2:31][N:30]([CH2:17][CH2:16][CH2:15][CH2:14][O:13][C:7]2[N:8]=[C:9]3[C:4]([CH2:3][CH:2]([CH3:1])[C:11](=[O:12])[NH:10]3)=[CH:5][CH:6]=2)[CH2:29][CH2:28]1. (2) Given the reactants [OH-].[K+].[CH3:3][C:4]([CH3:42])([CH2:9][CH2:10][CH2:11]/[C:12](=[N:19]\[O:20][CH2:21][C:22]1[CH:27]=[CH:26][C:25]([O:28][CH2:29][C:30]2[N:31]=[C:32]([C:36]3[CH:41]=[CH:40][CH:39]=[CH:38][CH:37]=3)[O:33][C:34]=2[CH3:35])=[CH:24][CH:23]=1)/[C:13]1[CH:18]=[CH:17][CH:16]=[CH:15][CH:14]=1)[C:5]([O:7]C)=[O:6].CO.Cl, predict the reaction product. The product is: [CH3:3][C:4]([CH3:42])([CH2:9][CH2:10][CH2:11]/[C:12](=[N:19]\[O:20][CH2:21][C:22]1[CH:23]=[CH:24][C:25]([O:28][CH2:29][C:30]2[N:31]=[C:32]([C:36]3[CH:41]=[CH:40][CH:39]=[CH:38][CH:37]=3)[O:33][C:34]=2[CH3:35])=[CH:26][CH:27]=1)/[C:13]1[CH:14]=[CH:15][CH:16]=[CH:17][CH:18]=1)[C:5]([OH:7])=[O:6]. (3) Given the reactants [CH3:1][S:2]([C:5]1[CH:10]=[CH:9][C:8]([C:11]2[CH:12]=[C:13]3[CH2:19][C@:18]([CH:21]4[CH2:26][CH2:25][N:24]([C:27]#[N:28])[CH2:23][CH2:22]4)([CH3:20])[O:17][C:14]3=[CH:15][N:16]=2)=[CH:7][CH:6]=1)(=[O:4])=[O:3].[OH:29][NH:30][C:31](=N)[CH:32]([CH3:34])[CH3:33], predict the reaction product. The product is: [CH:32]([C:31]1[N:28]=[C:27]([N:24]2[CH2:23][CH2:22][CH:21]([C@@:18]3([CH3:20])[O:17][C:14]4=[CH:15][N:16]=[C:11]([C:8]5[CH:9]=[CH:10][C:5]([S:2]([CH3:1])(=[O:3])=[O:4])=[CH:6][CH:7]=5)[CH:12]=[C:13]4[CH2:19]3)[CH2:26][CH2:25]2)[O:29][N:30]=1)([CH3:34])[CH3:33]. (4) Given the reactants [OH:1][C:2]1[CH:7]=[CH:6][CH:5]=[CH:4][C:3]=1[C:8]1[N:12]=[C:11]([C:13]2[CH:18]=[CH:17][CH:16]=[CH:15][C:14]=2[OH:19])[N:10]([C:20]2[CH:28]=[CH:27][C:23]([C:24]([OH:26])=[O:25])=[CH:22][CH:21]=2)[N:9]=1.[OH-].[Na+].[Cl-].[Ca+2:32].[Cl-], predict the reaction product. The product is: [CH:5]1[CH:6]=[CH:7][C:2]([OH:1])=[C:3]([C:8]2[N:12]=[C:11]([C:13]3[CH:18]=[CH:17][CH:16]=[CH:15][C:14]=3[OH:19])[N:10]([C:20]3[CH:28]=[CH:27][C:23]([C:24]([OH:26])=[O:25])=[CH:22][CH:21]=3)[N:9]=2)[CH:4]=1.[Ca:32]. (5) Given the reactants [N+:1]([C:4]1[CH:5]=[C:6]([CH:13]=[C:14]([C:16]([F:19])([F:18])[F:17])[CH:15]=1)[O:7][CH:8]1[CH2:12][CH2:11][O:10][CH2:9]1)([O-])=O, predict the reaction product. The product is: [O:10]1[CH2:11][CH2:12][CH:8]([O:7][C:6]2[CH:5]=[C:4]([NH2:1])[CH:15]=[C:14]([C:16]([F:19])([F:18])[F:17])[CH:13]=2)[CH2:9]1.